Dataset: Retrosynthesis with 50K atom-mapped reactions and 10 reaction types from USPTO. Task: Predict the reactants needed to synthesize the given product. (1) Given the product CC(C)(C)NC(=O)c1cn(COCC[Si](C)(C)C)nc1-c1nc2c(s1)CCCC2, predict the reactants needed to synthesize it. The reactants are: CC(C)(C)N.C[Si](C)(C)CCOCn1cc(C(=O)O)c(-c2nc3c(s2)CCCC3)n1. (2) Given the product CC(C)(C)OC(=O)NCc1ccc([N+](=O)[O-])cc1, predict the reactants needed to synthesize it. The reactants are: CC(C)(C)OC(=O)OC(=O)OC(C)(C)C.NCc1ccc([N+](=O)[O-])cc1. (3) Given the product CC(C)[C@H](NC(=O)COc1cccc2ccccc12)C(=O)NC(CC(=O)OC(C)(C)C)C(=O)CF, predict the reactants needed to synthesize it. The reactants are: CC(C)[C@H](NC(=O)COc1cccc2ccccc12)C(=O)NC(CC(=O)OC(C)(C)C)C(O)CF.